From a dataset of Full USPTO retrosynthesis dataset with 1.9M reactions from patents (1976-2016). Predict the reactants needed to synthesize the given product. (1) Given the product [CH2:28]([O:27][C@@H:4]([CH2:5][C:6]1[CH:11]=[CH:10][C:9]([O:12][CH2:13][C:14]2[N:15]=[C:16]([C:20]3[CH:21]=[CH:22][CH:23]=[CH:24][CH:25]=3)[O:17][C:18]=2[CH3:19])=[CH:8][C:7]=1[F:26])[C:3]([OH:30])=[O:2])[CH3:29], predict the reactants needed to synthesize it. The reactants are: C[O:2][C:3](=[O:30])[C@@H:4]([O:27][CH2:28][CH3:29])[CH2:5][C:6]1[CH:11]=[CH:10][C:9]([O:12][CH2:13][C:14]2[N:15]=[C:16]([C:20]3[CH:25]=[CH:24][CH:23]=[CH:22][CH:21]=3)[O:17][C:18]=2[CH3:19])=[CH:8][C:7]=1[F:26].[Li+].[OH-]. (2) The reactants are: C([O:8][C:9](=[O:23])/[C:10](/[O:21][CH3:22])=[CH:11]/[C:12]1[CH:13]=[C:14]2[C:18](=[CH:19][CH:20]=1)[NH:17][CH:16]=[CH:15]2)C1C=CC=CC=1.Cl[CH2:25][C:26]1[N:27]=[C:28]([C:32]2[CH:37]=[CH:36][CH:35]=[CH:34][CH:33]=2)[O:29][C:30]=1[CH3:31]. Given the product [CH3:22][O:21]/[C:10](=[CH:11]\[C:12]1[CH:13]=[C:14]2[C:18](=[CH:19][CH:20]=1)[N:17]([CH2:25][C:26]1[N:27]=[C:28]([C:32]3[CH:37]=[CH:36][CH:35]=[CH:34][CH:33]=3)[O:29][C:30]=1[CH3:31])[CH:16]=[CH:15]2)/[C:9]([OH:8])=[O:23], predict the reactants needed to synthesize it.